The task is: Predict the product of the given reaction.. This data is from Forward reaction prediction with 1.9M reactions from USPTO patents (1976-2016). (1) The product is: [C:1]([NH:5][C:6]([C:8]1[S:25][C:11]2[N:12]=[C:13]([S:23][CH3:24])[N:14]=[C:15]([C:16]3[CH:21]=[CH:20][CH:19]=[C:18]([O:22][C:28]([O:30][C:31]4[CH:32]=[CH:33][C:34]([N+:37]([O-:39])=[O:38])=[CH:35][CH:36]=4)=[O:29])[CH:17]=3)[C:10]=2[C:9]=1[NH2:26])=[O:7])([CH3:4])([CH3:2])[CH3:3]. Given the reactants [C:1]([NH:5][C:6]([C:8]1[S:25][C:11]2[N:12]=[C:13]([S:23][CH3:24])[N:14]=[C:15]([C:16]3[CH:21]=[CH:20][CH:19]=[C:18]([OH:22])[CH:17]=3)[C:10]=2[C:9]=1[NH2:26])=[O:7])([CH3:4])([CH3:3])[CH3:2].Cl[C:28]([O:30][C:31]1[CH:36]=[CH:35][C:34]([N+:37]([O-:39])=[O:38])=[CH:33][CH:32]=1)=[O:29], predict the reaction product. (2) Given the reactants [CH2:1]([O:3][C:4](=[O:29])[CH:5]([CH2:11][C:12]1[C:13]([C:24]([O:26][CH2:27][CH3:28])=[O:25])=[CH:14][N:15]2[C:20]=1[C:19](Cl)=[C:18]([C:22]#[N:23])[CH:17]=[N:16]2)[C:6]([O:8][CH2:9][CH3:10])=[O:7])[CH3:2].[O:30]([C:37]1[CH:42]=[CH:41][C:40]([NH2:43])=[CH:39][CH:38]=1)[C:31]1[CH:36]=[CH:35][CH:34]=[CH:33][CH:32]=1, predict the reaction product. The product is: [CH2:1]([O:3][C:4](=[O:29])[CH:5]([CH2:11][C:12]1[C:13]([C:24]([O:26][CH2:27][CH3:28])=[O:25])=[CH:14][N:15]2[C:20]=1[C:19]([NH:43][C:40]1[CH:39]=[CH:38][C:37]([O:30][C:31]3[CH:36]=[CH:35][CH:34]=[CH:33][CH:32]=3)=[CH:42][CH:41]=1)=[C:18]([C:22]#[N:23])[CH:17]=[N:16]2)[C:6]([O:8][CH2:9][CH3:10])=[O:7])[CH3:2]. (3) Given the reactants C(O[BH-](OC(=O)C)OC(=O)C)(=O)C.[Na+].[Cl:15][C:16]1[C:17]([CH:29]=O)=[N:18][CH:19]=[C:20]([N:22]2[CH2:27][CH2:26][CH2:25][CH2:24][CH:23]2[CH3:28])[N:21]=1.[CH2:31]([NH:38][CH2:39][CH2:40][OH:41])[C:32]1[CH:37]=[CH:36][CH:35]=[CH:34][CH:33]=1.C(=O)([O-])O.[Na+], predict the reaction product. The product is: [CH2:31]([N:38]([CH2:29][C:17]1[C:16]([Cl:15])=[N:21][C:20]([N:22]2[CH2:27][CH2:26][CH2:25][CH2:24][CH:23]2[CH3:28])=[CH:19][N:18]=1)[CH2:39][CH2:40][OH:41])[C:32]1[CH:37]=[CH:36][CH:35]=[CH:34][CH:33]=1. (4) Given the reactants [F:1][C:2]([F:39])([F:38])[C:3]1[CH:4]=[C:5]([CH:31]=[C:32]([C:34]([F:37])([F:36])[F:35])[CH:33]=1)[C:6]([C@@H:8]1[CH2:12][CH2:11][C@@H:10]([C:13]2[C:18]([Cl:19])=[CH:17][N:16]=[C:15]([C:20]([F:23])([F:22])[F:21])[CH:14]=2)[N:9]1[C:24]([O:26][C:27]([CH3:30])([CH3:29])[CH3:28])=[O:25])=O.[CH3:40][C:41]([S@:44]([NH2:46])=[O:45])([CH3:43])[CH3:42].O, predict the reaction product. The product is: [F:39][C:2]([F:1])([F:38])[C:3]1[CH:4]=[C:5](/[C:6](=[N:46]\[S:44]([C:41]([CH3:43])([CH3:42])[CH3:40])=[O:45])/[C@@H:8]2[CH2:12][CH2:11][C@@H:10]([C:13]3[C:18]([Cl:19])=[CH:17][N:16]=[C:15]([C:20]([F:23])([F:21])[F:22])[CH:14]=3)[N:9]2[C:24]([O:26][C:27]([CH3:28])([CH3:29])[CH3:30])=[O:25])[CH:31]=[C:32]([C:34]([F:37])([F:36])[F:35])[CH:33]=1. (5) The product is: [Cl:1][C:2]1[CH:9]=[CH:8][C:5]([CH:6]2[CH2:11][C:12](=[O:17])[NH:33][C:23]([CH3:25])=[C:22]2[C:21]([O:27][CH3:28])=[O:26])=[C:4]([F:10])[CH:3]=1. Given the reactants [Cl:1][C:2]1[CH:9]=[CH:8][C:5]([CH:6]=O)=[C:4]([F:10])[CH:3]=1.[CH3:11][C:12]1(C)[O:17]C(=O)CC(=O)O1.[C:21]([O:27][CH3:28])(=[O:26])[CH2:22][C:23]([CH3:25])=O.C([O-])(=O)C.[NH4+:33].C([O-])([O-])=O.[K+].[K+], predict the reaction product.